Binary Classification. Given a miRNA mature sequence and a target amino acid sequence, predict their likelihood of interaction. From a dataset of Experimentally validated miRNA-target interactions with 360,000+ pairs, plus equal number of negative samples. (1) The miRNA is dme-miR-279-3p with sequence UGACUAGAUCCACACUCAUUAA. The protein sequence of the target gene is MTTPANAQNASKTWELSLYELHRTPQEAIMDGTEIAVSPRSLHSELMCPICLDMLKNTMTTKECLHRFCSDCIVTALRSGNKECPTCRKKLVSKRSLRPDPNFDALISKIYPSREEYEAHQDRVLIRLSRLHNQQALSSSIEEGLRMQAMHRAQRVRRPIPGSDQTTTMSGGEGEPGEGEGDGEDVSSDSAPDSAPGPAPKRPRGGGAGGSSVGTGGGGTGGVGGGAGSEDSGDRGGTLGGGTLGPPSPPGAPSPPEPGGEIELVFRPHPLLVEKGEYCQTRYVKTTGNATVDHLSKYLA.... Result: 0 (no interaction). (2) The miRNA is hsa-miR-376a-5p with sequence GUAGAUUCUCCUUCUAUGAGUA. The protein sequence of the target gene is MASSPELPTEDEQGSWGIDDLHISLQAEQEDTQKKAFTCWINSQLARHTSPSVISDLFTDIKKGHVLLDLLEVLSGQQLPRDKGSNTFQCRINIEHALTFLRNRSIKLINIHVTDIIDGNPSIILGLIWTIILHFHIEKLAQTLSCNYNQPSLDDVSVVDSSPASSPPAKKCSKVQARWQMSARKALLLWAQEQCATYESVNVTDFKSSWRNGMAFLAIIHALRPDLIDMKSVKHRSNKDNLREAFRIAEQELKIPRLLEPEDVDVVDPDEKSIMTYVAQFLQYSKDAPGTGEEAQGKVK.... Result: 1 (interaction). (3) The miRNA is hsa-miR-6505-3p with sequence UGACUUCUACCUCUUCCAAAG. The protein sequence of the target gene is MAANVGDQRSTDWSSQYSMVAGAGRENGMETPMHENPEWEKARQALASISKSGAAGGSAKSSSNGPVASAQYVSQAEASALQQQQYYQWYQQYNYAYPYSYYYPMSMYQSYGSPSQYGMAGSYGSATPQQPSAPQHQGTLNQPPVPGMDESMSYQAPPQQLPSAQPPQPSNPPHGAHTLNSGPQPGTAPATQHSQAGPATGQAYGPHTYTEPAKPKKGQQLWNRMKPAPGTGGLKFNIQKRPFAVTTQSFGSNAEGQHSGFGPQPNPEKVQNHSGSSARGNLSGKPDDWPQDMKEYVERC.... Result: 0 (no interaction).